This data is from Forward reaction prediction with 1.9M reactions from USPTO patents (1976-2016). The task is: Predict the product of the given reaction. (1) Given the reactants [NH2:1][C:2]1[CH:7]=[CH:6][C:5]([C:8]2[C:13]([O:14]C)=[CH:12][CH:11]=[CH:10][C:9]=2[O:16][CH2:17]OC)=[C:4]([CH:20](O)[C:21]2[CH:26]=[CH:25][CH:24]=[CH:23][CH:22]=2)[CH:3]=1.Cl, predict the reaction product. The product is: [NH2:1][C:2]1[CH:7]=[CH:6][C:5]2[C:8]3[C:9]([O:16][CH3:17])=[CH:10][CH:11]=[CH:12][C:13]=3[O:14][CH:20]([C:21]3[CH:22]=[CH:23][CH:24]=[CH:25][CH:26]=3)[C:4]=2[CH:3]=1. (2) Given the reactants [CH:1]1([NH:4][C:5]([NH:7][C:8]2[CH:13]=[CH:12][C:11]([O:14][C:15]3[CH:20]=[CH:19][N:18]=[C:17]4[CH:21]=[C:22]([C:24]5[CH:29]=[CH:28][C:27]([CH2:30][N:31]6[CH2:36][CH2:35][NH:34][CH2:33][CH2:32]6)=[CH:26][N:25]=5)[S:23][C:16]=34)=[C:10]([F:37])[CH:9]=2)=[O:6])[CH2:3][CH2:2]1.C([O-])([O-])=O.[K+].[K+].CS(O[CH2:49][CH2:50][F:51])(=O)=O.O, predict the reaction product. The product is: [CH:1]1([NH:4][C:5]([NH:7][C:8]2[CH:13]=[CH:12][C:11]([O:14][C:15]3[CH:20]=[CH:19][N:18]=[C:17]4[CH:21]=[C:22]([C:24]5[CH:29]=[CH:28][C:27]([CH2:30][N:31]6[CH2:32][CH2:33][N:34]([CH2:49][CH2:50][F:51])[CH2:35][CH2:36]6)=[CH:26][N:25]=5)[S:23][C:16]=34)=[C:10]([F:37])[CH:9]=2)=[O:6])[CH2:3][CH2:2]1. (3) The product is: [CH3:31][O:30][C:28]1[CH:29]=[C:24]([C:22]2[O:23][C:16]3[C:17](=[N:18][CH:19]=[CH:20][C:15]=3[C:11]3[CH:10]=[C:9]([OH:8])[CH:14]=[CH:13][CH:12]=3)[CH:21]=2)[CH:25]=[C:26]([O:34][CH3:35])[C:27]=1[O:32][CH3:33]. Given the reactants C([O:8][C:9]1[CH:10]=[C:11]([C:15]2[CH:20]=[CH:19][N:18]=[C:17]3[CH:21]=[C:22]([C:24]4[CH:29]=[C:28]([O:30][CH3:31])[C:27]([O:32][CH3:33])=[C:26]([O:34][CH3:35])[CH:25]=4)[O:23][C:16]=23)[CH:12]=[CH:13][CH:14]=1)C1C=CC=CC=1, predict the reaction product. (4) Given the reactants CC(C[AlH]CC(C)C)C.[Br:10][C:11]1[CH:16]=[CH:15][C:14]([C:17]([C:24]2[CH:29]=[CH:28][C:27]([Br:30])=[CH:26][CH:25]=2)=[CH:18][C:19](OCC)=[O:20])=[CH:13][CH:12]=1.Cl, predict the reaction product. The product is: [Br:10][C:11]1[CH:16]=[CH:15][C:14]([C:17]([C:24]2[CH:25]=[CH:26][C:27]([Br:30])=[CH:28][CH:29]=2)=[CH:18][CH2:19][OH:20])=[CH:13][CH:12]=1. (5) Given the reactants [C:1]([N:8]1[CH2:15][C@@H:14]([OH:16])[CH2:13][C@H:9]1[C:10]([OH:12])=O)([O:3][C:4]([CH3:7])([CH3:6])[CH3:5])=[O:2].F[B-](F)(F)F.N1(OC(N(C)C)=[N+](C)C)C2C=CC=CC=2N=N1.S(C1C=CC(C)=CC=1)(O)(=O)=O.[CH3:50][NH:51][CH2:52][CH2:53][CH2:54][CH2:55][CH:56]=[CH2:57].CCN(C(C)C)C(C)C, predict the reaction product. The product is: [CH2:52]([N:51]([CH3:50])[C:10]([C@@H:9]1[CH2:13][C@@H:14]([OH:16])[CH2:15][N:8]1[C:1]([O:3][C:4]([CH3:5])([CH3:6])[CH3:7])=[O:2])=[O:12])[CH2:53][CH2:54][CH2:55][CH:56]=[CH2:57]. (6) The product is: [CH:41]([C:44]1[CH:49]=[CH:48][C:47]([NH:50][C:51](=[O:8])[OH:52])=[CH:46][CH:45]=1)([CH3:43])[CH3:42]. Given the reactants N1CCCC(C[OH:8])C1.ClC1C2C(=CC(OC)=C(OC)C=2)N=CN=1.N1CCC(O)C1.ClC1C2C(=CC=CC=2)N=CC=1.[CH:41]([C:44]1[CH:49]=[CH:48][C:47]([N:50]=[C:51]=[O:52])=[CH:46][CH:45]=1)([CH3:43])[CH3:42].C[Si]([N-][Si](C)(C)C)(C)C.[Na+], predict the reaction product.